From a dataset of NCI-60 drug combinations with 297,098 pairs across 59 cell lines. Regression. Given two drug SMILES strings and cell line genomic features, predict the synergy score measuring deviation from expected non-interaction effect. (1) Drug 1: CC12CCC3C(C1CCC2=O)CC(=C)C4=CC(=O)C=CC34C. Synergy scores: CSS=28.6, Synergy_ZIP=1.84, Synergy_Bliss=6.69, Synergy_Loewe=-14.3, Synergy_HSA=4.64. Cell line: HT29. Drug 2: CS(=O)(=O)OCCCCOS(=O)(=O)C. (2) Cell line: MOLT-4. Synergy scores: CSS=58.7, Synergy_ZIP=-1.65, Synergy_Bliss=-4.95, Synergy_Loewe=-23.4, Synergy_HSA=-5.37. Drug 2: CC1=C(C(=CC=C1)Cl)NC(=O)C2=CN=C(S2)NC3=CC(=NC(=N3)C)N4CCN(CC4)CCO. Drug 1: C1C(C(OC1N2C=C(C(=O)NC2=O)F)CO)O. (3) Drug 1: CCC1(CC2CC(C3=C(CCN(C2)C1)C4=CC=CC=C4N3)(C5=C(C=C6C(=C5)C78CCN9C7C(C=CC9)(C(C(C8N6C)(C(=O)OC)O)OC(=O)C)CC)OC)C(=O)OC)O.OS(=O)(=O)O. Drug 2: C1C(C(OC1N2C=NC3=C2NC=NCC3O)CO)O. Cell line: NCI-H322M. Synergy scores: CSS=1.55, Synergy_ZIP=0.610, Synergy_Bliss=2.33, Synergy_Loewe=0.779, Synergy_HSA=0.901. (4) Drug 1: CCC1=CC2CC(C3=C(CN(C2)C1)C4=CC=CC=C4N3)(C5=C(C=C6C(=C5)C78CCN9C7C(C=CC9)(C(C(C8N6C)(C(=O)OC)O)OC(=O)C)CC)OC)C(=O)OC.C(C(C(=O)O)O)(C(=O)O)O. Drug 2: C1=NC2=C(N1)C(=S)N=C(N2)N. Cell line: TK-10. Synergy scores: CSS=49.6, Synergy_ZIP=-3.48, Synergy_Bliss=1.50, Synergy_Loewe=5.30, Synergy_HSA=5.73. (5) Drug 1: C1=CC(=CC=C1CC(C(=O)O)N)N(CCCl)CCCl.Cl. Drug 2: C1=NC2=C(N=C(N=C2N1C3C(C(C(O3)CO)O)O)F)N. Cell line: COLO 205. Synergy scores: CSS=11.9, Synergy_ZIP=-13.3, Synergy_Bliss=-14.0, Synergy_Loewe=-16.3, Synergy_HSA=-15.6. (6) Drug 1: CC1=CC2C(CCC3(C2CCC3(C(=O)C)OC(=O)C)C)C4(C1=CC(=O)CC4)C. Drug 2: CC1=C(C=C(C=C1)C(=O)NC2=CC(=CC(=C2)C(F)(F)F)N3C=C(N=C3)C)NC4=NC=CC(=N4)C5=CN=CC=C5. Cell line: U251. Synergy scores: CSS=0.124, Synergy_ZIP=0.442, Synergy_Bliss=0.187, Synergy_Loewe=-1.80, Synergy_HSA=-1.78.